Dataset: Reaction yield outcomes from USPTO patents with 853,638 reactions. Task: Predict the reaction yield, written as a fraction of the theoretical maximum amount of product (1.0 means a 100% yield; for example, 0.34 means a 34% yield). (1) No catalyst specified. The product is [CH:1]1[C:14]2[NH:13][C:12]3[C:7](=[CH:8][CH:9]=[CH:10][CH:11]=3)[S:6][C:5]=2[CH:4]=[CH:3][C:2]=1[C:15]([NH:18][C@H:19]([C:24]([NH:26][C@H:27]([C:32]([NH:34][C@H:35]([C:40]([NH:42][C@H:43]1[CH2:47][CH2:46][O:45][CH:44]1[O:48][CH3:49])=[O:41])[CH2:36][CH:37]([CH3:38])[CH3:39])=[O:33])[CH2:28][CH:29]([CH3:31])[CH3:30])=[O:25])[CH2:20][CH:21]([CH3:23])[CH3:22])=[O:17]. The reactants are [CH:1]1[C:14]2[NH:13][C:12]3[C:7](=[CH:8][CH:9]=[CH:10][CH:11]=3)[S:6][C:5]=2[CH:4]=[CH:3][C:2]=1[C:15]([OH:17])=O.[NH2:18][C@H:19]([C:24]([NH:26][C@H:27]([C:32]([NH:34][C@H:35]([C:40]([NH:42][C@H:43]1[CH2:47][CH2:46][O:45][CH:44]1[O:48][CH3:49])=[O:41])[CH2:36][CH:37]([CH3:39])[CH3:38])=[O:33])[CH2:28][CH:29]([CH3:31])[CH3:30])=[O:25])[CH2:20][CH:21]([CH3:23])[CH3:22]. The yield is 0.210. (2) No catalyst specified. The product is [NH2:1][C:2]1[C:11]2[C:6](=[C:7]([C:24]3[CH:29]=[N:28][CH:27]=[CH:26][N:25]=3)[CH:8]=[CH:9][CH:10]=2)[N:5]=[N:4][C:3]=1[C:13]([NH:15][CH2:16][CH2:17][CH3:18])=[O:14]. The yield is 0.450. The reactants are [NH2:1][C:2]1[C:11]2[C:6](=[C:7](I)[CH:8]=[CH:9][CH:10]=2)[N:5]=[N:4][C:3]=1[C:13]([NH:15][CH2:16][CH2:17][CH3:18])=[O:14].C([Sn](CCCC)(CCCC)[C:24]1[CH:29]=[N:28][CH:27]=[CH:26][N:25]=1)CCC. (3) The reactants are [Br:1][C:2]1[CH:3]=[C:4]2[C:8](=[CH:9][CH:10]=1)[NH:7][C:6](=[O:11])[CH2:5]2.[CH3:12][N:13]1[CH2:18][CH2:17][N:16]([C:19]2[N:24]=[CH:23][C:22]([C:25]3[C:33]4[C:28](=[CH:29][C:30]([CH:34]=O)=[CH:31][CH:32]=4)[NH:27][N:26]=3)=[CH:21][CH:20]=2)[CH2:15][CH2:14]1. No catalyst specified. The product is [Br:1][C:2]1[CH:3]=[C:4]2[C:8](=[CH:9][CH:10]=1)[NH:7][C:6](=[O:11])[C:5]2=[CH:34][C:30]1[CH:29]=[C:28]2[C:33]([C:25]([C:22]3[CH:23]=[N:24][C:19]([N:16]4[CH2:15][CH2:14][N:13]([CH3:12])[CH2:18][CH2:17]4)=[CH:20][CH:21]=3)=[N:26][NH:27]2)=[CH:32][CH:31]=1. The yield is 0.880. (4) The reactants are Br[C:2]1[CH:3]=[C:4]2[CH2:10][C@@:9]3([CH:15]4[CH2:16][CH2:17][N:12]([CH2:13][CH2:14]4)[CH2:11]3)[O:8][C:5]2=[N:6][CH:7]=1.[CH2:18]=[CH:19][C:20]1[CH:25]=[CH:24][CH:23]=[CH:22][CH:21]=1.C(N(CC)CC)C. The catalyst is C(#N)C.C([O-])(=O)C.[Pd+2].C([O-])(=O)C.C1(C)C=CC=CC=1P(C1C=CC=CC=1C)C1C=CC=CC=1C. The product is [C:20]1(/[CH:19]=[CH:18]/[C:2]2[CH:3]=[C:4]3[CH2:10][C@@:9]4([CH:15]5[CH2:16][CH2:17][N:12]([CH2:13][CH2:14]5)[CH2:11]4)[O:8][C:5]3=[N:6][CH:7]=2)[CH:25]=[CH:24][CH:23]=[CH:22][CH:21]=1. The yield is 0.550. (5) The product is [NH2:1][C:2]1[C:7]2[N:8]=[C:9]([CH3:11])[O:10][C:6]=2[C:5]([Br:12])=[CH:4][CH:3]=1. The catalyst is CN(C=O)C. The reactants are [NH2:1][C:2]1[C:7]2[N:8]=[C:9]([CH3:11])[O:10][C:6]=2[CH:5]=[CH:4][CH:3]=1.[Br:12]N1C(=O)CCC1=O. The yield is 0.560.